This data is from Full USPTO retrosynthesis dataset with 1.9M reactions from patents (1976-2016). The task is: Predict the reactants needed to synthesize the given product. (1) Given the product [CH2:1]([N:3]1[C:12]2[C:7](=[CH:8][CH:9]=[C:10]([F:13])[CH:11]=2)[N:6]([S:14]([C:17]2[CH:22]=[CH:21][C:20]([OH:23])=[CH:19][CH:18]=2)(=[O:16])=[O:15])[C@@H:5]([CH2:25][CH3:26])[C:4]1=[O:27])[CH3:2], predict the reactants needed to synthesize it. The reactants are: [CH2:1]([N:3]1[C:12]2[C:7](=[CH:8][CH:9]=[C:10]([F:13])[CH:11]=2)[N:6]([S:14]([C:17]2[CH:22]=[CH:21][C:20]([O:23]C)=[CH:19][CH:18]=2)(=[O:16])=[O:15])[C@@H:5]([CH2:25][CH3:26])[C:4]1=[O:27])[CH3:2].C([C@@H]1N(S(C2C=CC(O)=CC=2)(=O)=O)C2C(=CC(F)=CC=2)N(C)C1=O)C. (2) Given the product [CH:2]1([N:5]([CH:19]2[CH2:24][CH2:23][N:22]([C:26]3[S:27][C:28]([C:31]([F:34])([F:33])[F:32])=[N:29][N:30]=3)[CH2:21][CH2:20]2)[C:6](=[O:18])[C:7]2[CH:8]=[CH:9][C:10]([C:13]3[O:17][CH:16]=[N:15][CH:14]=3)=[CH:11][CH:12]=2)[CH2:4][CH2:3]1, predict the reactants needed to synthesize it. The reactants are: Cl.[CH:2]1([N:5]([CH:19]2[CH2:24][CH2:23][NH:22][CH2:21][CH2:20]2)[C:6](=[O:18])[C:7]2[CH:12]=[CH:11][C:10]([C:13]3[O:17][CH:16]=[N:15][CH:14]=3)=[CH:9][CH:8]=2)[CH2:4][CH2:3]1.Cl[C:26]1[S:27][C:28]([C:31]([F:34])([F:33])[F:32])=[N:29][N:30]=1. (3) The reactants are: [NH2:1][C@H:2]([C:5]1[CH:10]=[CH:9][N:8]=[C:7]([C:11]([NH2:13])=[O:12])[CH:6]=1)[CH2:3][CH3:4].C(N(CC)CC)C.[C:21](O[C:21]([O:23][C:24]([CH3:27])([CH3:26])[CH3:25])=[O:22])([O:23][C:24]([CH3:27])([CH3:26])[CH3:25])=[O:22]. Given the product [C:24]([O:23][C:21](=[O:22])[NH:1][C@H:2]([C:5]1[CH:10]=[CH:9][N:8]=[C:7]([C:11](=[O:12])[NH2:13])[CH:6]=1)[CH2:3][CH3:4])([CH3:27])([CH3:26])[CH3:25], predict the reactants needed to synthesize it. (4) Given the product [CH2:1]([C:4]1([C:8]([OH:10])=[O:9])[CH2:7][CH2:6][CH2:5][CH2:12][CH2:11]1)[CH:2]=[CH2:3], predict the reactants needed to synthesize it. The reactants are: [CH2:1]([C:4]1([C:8]([OH:10])=[O:9])[CH2:7][CH2:6][CH2:5]1)[CH:2]=[CH2:3].[CH:11]1(C(O)=O)CCCC[CH2:12]1.C1(C(O)=O)CCC1. (5) Given the product [CH3:12][C:11]1[C:2]([O:1][C:20](=[O:29])[N:21]([CH3:28])[C:22]2[CH:27]=[CH:26][CH:25]=[CH:24][CH:23]=2)=[N:3][C:4]2[C:9]([N:10]=1)=[CH:8][CH:7]=[CH:6][CH:5]=2, predict the reactants needed to synthesize it. The reactants are: [OH:1][C:2]1[C:11]([CH3:12])=[N:10][C:9]2[C:4](=[CH:5][CH:6]=[CH:7][CH:8]=2)[N:3]=1.[I-].C[N+]1C=CN([C:20](=[O:29])[N:21]([CH3:28])[C:22]2[CH:27]=[CH:26][CH:25]=[CH:24][CH:23]=2)C=1.C(N(CC)CC)C. (6) Given the product [CH3:24][O:25][C@@H:26]1[CH2:30][N:29]([C:21](=[O:23])[CH2:20][C:5]2[CH:6]=[CH:7][C:8]([NH:9][C:10]([NH:12][C:13]3[CH:18]=[CH:17][CH:16]=[CH:15][C:14]=3[CH3:19])=[O:11])=[C:3]([O:2][CH3:1])[CH:4]=2)[C@H:28]([CH2:31][O:32][C:33]2[CH:42]=[CH:41][C:36]([C:37]([O:39][CH3:40])=[O:38])=[CH:35][CH:34]=2)[CH2:27]1, predict the reactants needed to synthesize it. The reactants are: [CH3:1][O:2][C:3]1[CH:4]=[C:5]([CH2:20][C:21]([OH:23])=O)[CH:6]=[CH:7][C:8]=1[NH:9][C:10]([NH:12][C:13]1[CH:18]=[CH:17][CH:16]=[CH:15][C:14]=1[CH3:19])=[O:11].[CH3:24][O:25][C@@H:26]1[CH2:30][NH:29][C@H:28]([CH2:31][O:32][C:33]2[CH:42]=[CH:41][C:36]([C:37]([O:39][CH3:40])=[O:38])=[CH:35][CH:34]=2)[CH2:27]1.CCN=C=NCCCN(C)C.Cl.C1C=CC2N(O)N=NC=2C=1.CCN(CC)CC.